From a dataset of Full USPTO retrosynthesis dataset with 1.9M reactions from patents (1976-2016). Predict the reactants needed to synthesize the given product. (1) The reactants are: [CH:1]1([C:4]2[CH:8]=[C:7]([CH:9]3[CH2:11][CH2:10]3)[N:6]([C:12]3[CH:17]=[CH:16][C:15]([NH:18][C:19](=[O:27])[CH2:20][C:21]4[CH:22]=[N:23][CH:24]=[CH:25][CH:26]=4)=[CH:14][CH:13]=3)[N:5]=2)[CH2:3][CH2:2]1.N1C=CC=C(CC(O)=O)C=1.[ClH:38]. Given the product [ClH:38].[CH:1]1([C:4]2[CH:8]=[C:7]([CH:9]3[CH2:10][CH2:11]3)[N:6]([C:12]3[CH:17]=[CH:16][C:15]([NH:18][C:19](=[O:27])[CH2:20][C:21]4[CH:22]=[N:23][CH:24]=[CH:25][CH:26]=4)=[CH:14][CH:13]=3)[N:5]=2)[CH2:3][CH2:2]1, predict the reactants needed to synthesize it. (2) Given the product [P:33]([O:36][CH2:61][C@H:54]1[O:53][C@@H:17]([N:12]2[C:11]3[N:158]=[CH:157][N:156]=[C:89]([NH:104][CH2:105][C:107]4[CH:108]=[CH:109][CH:110]=[CH:111][CH:113]=4)[C:10]=3[N:21]=[CH:26]2)[C@H:18]([OH:20])[C@@H:67]1[OH:68])([OH:34])([OH:32])=[O:35], predict the reactants needed to synthesize it. The reactants are: C(O)C(N)(CO)CO.Cl.[CH2:10]([N:21]([CH2:26]C(O)=O)CC(O)=O)[CH2:11][N:12]([CH2:17][C:18]([OH:20])=O)CC(O)=O.[Cl-].[Na+].[O-:32][P:33]([O:36]P([O-])([O-])=O)(=[O:35])[O-:34].[Na+].[Na+].[Na+].[Na+].[F-].[Na+].CCC(C[O:53][C:54]([C:67](N(CC[NH+](C)C)C)=[O:68])([C:61]1C=CC=CC=1)C1C=CC=CC=1)CC.[Cl-].C1(CS(F)(=O)=O)C=CC=CC=1.C[C@H:89]([NH:104][C:105]([CH2:107][C@H:108](O)[C@@H:109](NC([C@@H](NC([C@@H](NC(CC(C)C)=O)C(C)C)=O)C(C)C)=O)[CH2:110][CH:111]([CH3:113])C)=O)C(N[C@H]([C@@H](O)CC(O)=O)CC(C)C)=O.CC(C[C@H](NC(C)=O)C(N[C@H](C(N[C@H](C(O)=O)CCC[N:156]=[C:157](N)[NH2:158])=O)CC(C)C)=O)C. (3) Given the product [NH2:27][C:25]1[CH:24]=[CH:23][C:8]([O:9][C:10]2[CH:11]=[C:12]([CH2:18][C:19]([O:21][CH3:22])=[O:20])[CH:13]=[CH:14][C:15]=2[O:16][CH3:17])=[C:7]([CH2:6][S:5][C:1]([CH3:4])([CH3:3])[CH3:2])[CH:26]=1, predict the reactants needed to synthesize it. The reactants are: [C:1]([S:5][CH2:6][C:7]1[CH:26]=[C:25]([N+:27]([O-])=O)[CH:24]=[CH:23][C:8]=1[O:9][C:10]1[CH:11]=[C:12]([CH2:18][C:19]([O:21][CH3:22])=[O:20])[CH:13]=[CH:14][C:15]=1[O:16][CH3:17])([CH3:4])([CH3:3])[CH3:2].CN(C)N.C.